This data is from Peptide-MHC class I binding affinity with 185,985 pairs from IEDB/IMGT. The task is: Regression. Given a peptide amino acid sequence and an MHC pseudo amino acid sequence, predict their binding affinity value. This is MHC class I binding data. (1) The peptide sequence is YREGRDQLW. The MHC is Mamu-B17 with pseudo-sequence Mamu-B17. The binding affinity (normalized) is 0.693. (2) The peptide sequence is TILATLNTL. The MHC is HLA-A02:02 with pseudo-sequence HLA-A02:02. The binding affinity (normalized) is 0.494.